Dataset: Forward reaction prediction with 1.9M reactions from USPTO patents (1976-2016). Task: Predict the product of the given reaction. (1) Given the reactants [CH2:1]([NH:8][CH2:9][C:10]1[CH:15]=[C:14]([C:16]([F:19])([F:18])[F:17])[CH:13]=[CH:12][C:11]=1[C:20]1[C:21]([O:27][CH3:28])=[N:22][CH:23]=[C:24]([Br:26])[CH:25]=1)[C:2]1[CH:7]=[CH:6][CH:5]=[CH:4][CH:3]=1.[C:29](Cl)(=[O:31])[CH3:30], predict the reaction product. The product is: [CH2:1]([N:8]([CH2:9][C:10]1[CH:15]=[C:14]([C:16]([F:19])([F:17])[F:18])[CH:13]=[CH:12][C:11]=1[C:20]1[C:21]([O:27][CH3:28])=[N:22][CH:23]=[C:24]([Br:26])[CH:25]=1)[C:29](=[O:31])[CH3:30])[C:2]1[CH:7]=[CH:6][CH:5]=[CH:4][CH:3]=1. (2) Given the reactants [CH3:1][O:2][C:3]1[CH:11]=[CH:10][C:6]([C:7](Cl)=[O:8])=[C:5]([N+:12]([O-:14])=[O:13])[CH:4]=1.[Cl:15][C:16]1[CH:22]=[CH:21][C:19]([NH2:20])=[CH:18][CH:17]=1, predict the reaction product. The product is: [Cl:15][C:16]1[CH:22]=[CH:21][C:19]([NH:20][C:7](=[O:8])[C:6]2[CH:10]=[CH:11][C:3]([O:2][CH3:1])=[CH:4][C:5]=2[N+:12]([O-:14])=[O:13])=[CH:18][CH:17]=1. (3) Given the reactants C([N:8]1[C:13](=[O:14])[CH:12]=[C:11]([C:15]2[CH:20]=[CH:19][C:18]([Cl:21])=[CH:17][CH:16]=2)[C:10]([C:22]2[CH:27]=[CH:26][CH:25]=[CH:24][C:23]=2[Cl:28])=[N:9]1)C1C=CC=CC=1.[Cl-].[Al+3].[Cl-].[Cl-], predict the reaction product. The product is: [Cl:28][C:23]1[CH:24]=[CH:25][CH:26]=[CH:27][C:22]=1[C:10]1[C:11]([C:15]2[CH:16]=[CH:17][C:18]([Cl:21])=[CH:19][CH:20]=2)=[CH:12][C:13](=[O:14])[NH:8][N:9]=1. (4) The product is: [Br:1][C:2]1[CH:3]=[CH:4][C:5]([CH:9]2[CH2:11][CH2:10]2)=[C:6]([I:28])[CH:8]=1. Given the reactants [Br:1][C:2]1[CH:3]=[CH:4][C:5]([CH:9]2[CH2:11][CH2:10]2)=[C:6]([CH:8]=1)N.O.C1(C)C=CC(S(O)(=O)=O)=CC=1.N([O-])=O.[Na+].[I-:28].[K+].C(=O)(O)[O-].[Na+].S(S([O-])=O)([O-])(=O)=O.[Na+].[Na+], predict the reaction product. (5) Given the reactants C([Zn][CH2:4][CH3:5])C.C1(C)C=CC=CC=1.[CH:13](/[O:20][Si:21]([CH3:24])([CH3:23])[CH3:22])=[CH:14]\[CH2:15][CH2:16][CH2:17][CH:18]=C.ICI, predict the reaction product. The product is: [CH3:24][Si:21]([CH3:22])([CH3:23])[O:20][C@H:13]1[CH2:14][C@@H:15]1[CH2:16][CH2:17][CH2:18][CH:4]=[CH2:5].